This data is from Reaction yield outcomes from USPTO patents with 853,638 reactions. The task is: Predict the reaction yield, written as a fraction of the theoretical maximum amount of product (1.0 means a 100% yield; for example, 0.34 means a 34% yield). The catalyst is O1CCOCC1.CC(N(C)C)=O. The yield is 0.960. The reactants are Br[C:2]1[N:3]=[CH:4][N:5]([C:7]2[CH:12]=[CH:11][N:10]=[C:9]([N:13]3[CH2:18][CH2:17][O:16][CH2:15][CH2:14]3)[N:8]=2)[CH:6]=1.P([O-])([O-])([O-])=O.[K+].[K+].[K+].[CH3:27][O:28][C:29]1[CH:34]=[CH:33][CH:32]=[C:31]([O:35][CH3:36])[C:30]=1[OH:37].B(O)O. The product is [CH3:36][O:35][C:31]1[CH:32]=[C:33]([C:6]2[N:5]([C:7]3[CH:12]=[CH:11][N:10]=[C:9]([N:13]4[CH2:18][CH2:17][O:16][CH2:15][CH2:14]4)[N:8]=3)[CH:4]=[N:3][CH:2]=2)[CH:34]=[C:29]([O:28][CH3:27])[C:30]=1[OH:37].